This data is from Catalyst prediction with 721,799 reactions and 888 catalyst types from USPTO. The task is: Predict which catalyst facilitates the given reaction. Reactant: Cl[C:2]1[CH:3]=[CH:4][N:5]=[C:6]2[C:11]=1N=[CH:9][C:8]([O:12][CH3:13])=[CH:7]2.[NH2:14][C:15]1[CH:16]=[N:17][C:18]([NH:21][C:22](=[O:29])[C:23]2[CH:28]=[CH:27][CH:26]=[CH:25][CH:24]=2)=[N:19][CH:20]=1.[C:30]1(C)C=CC(S([O-])(=O)=O)=CC=1.[NH+]1C=CC=CC=1.CC(O)CC.C([O-])(O)=O.[Na+]. Product: [CH3:13][O:12][C:8]1[CH:7]=[C:6]2[C:11]([C:2]([NH:14][C:15]3[CH:16]=[N:17][C:18]([NH:21][C:22](=[O:29])[C:23]4[CH:28]=[CH:27][CH:26]=[CH:25][CH:24]=4)=[N:19][CH:20]=3)=[CH:3][CH:4]=[N:5]2)=[CH:30][CH:9]=1. The catalyst class is: 2.